The task is: Regression. Given two drug SMILES strings and cell line genomic features, predict the synergy score measuring deviation from expected non-interaction effect.. This data is from NCI-60 drug combinations with 297,098 pairs across 59 cell lines. Drug 1: CC1=C(C=C(C=C1)NC(=O)C2=CC=C(C=C2)CN3CCN(CC3)C)NC4=NC=CC(=N4)C5=CN=CC=C5. Drug 2: CS(=O)(=O)OCCCCOS(=O)(=O)C. Cell line: SF-268. Synergy scores: CSS=2.25, Synergy_ZIP=1.44, Synergy_Bliss=4.35, Synergy_Loewe=0.849, Synergy_HSA=0.943.